Dataset: Full USPTO retrosynthesis dataset with 1.9M reactions from patents (1976-2016). Task: Predict the reactants needed to synthesize the given product. (1) Given the product [C:13]([O:12][C:10]([N:7]1[CH2:6][CH2:5][C:4]2([CH2:3][N:2]([C:18]3[N:19]=[N:20][C:21]([S:24]([CH3:27])(=[O:26])=[O:25])=[CH:22][CH:23]=3)[CH2:1]2)[CH2:9][CH2:8]1)=[O:11])([CH3:16])([CH3:15])[CH3:14], predict the reactants needed to synthesize it. The reactants are: [CH2:1]1[C:4]2([CH2:9][CH2:8][N:7]([C:10]([O:12][C:13]([CH3:16])([CH3:15])[CH3:14])=[O:11])[CH2:6][CH2:5]2)[CH2:3][NH:2]1.Cl[C:18]1[N:19]=[N:20][C:21]([S:24]([CH3:27])(=[O:26])=[O:25])=[CH:22][CH:23]=1. (2) The reactants are: C(OC(=O)[NH:7][C:8]1[CH:13]=[CH:12][C:11]([CH:14]2[CH2:19][CH2:18][N:17]([C:20](=[O:25])[CH2:21][N:22]([CH3:24])[CH3:23])[CH2:16][CH2:15]2)=[CH:10][CH:9]=1)(C)(C)C.C(O)(C(F)(F)F)=O. Given the product [NH2:7][C:8]1[CH:13]=[CH:12][C:11]([CH:14]2[CH2:15][CH2:16][N:17]([C:20](=[O:25])[CH2:21][N:22]([CH3:23])[CH3:24])[CH2:18][CH2:19]2)=[CH:10][CH:9]=1, predict the reactants needed to synthesize it. (3) Given the product [N:20]1([C:2]2[N:7]=[CH:6][N:5]=[C:4]([NH:8][C:9]3[CH:10]=[C:11]([CH2:15][S:16]([NH2:19])(=[O:18])=[O:17])[CH:12]=[CH:13][CH:14]=3)[N:3]=2)[C:28]2[C:23](=[CH:24][CH:25]=[CH:26][CH:27]=2)[CH2:22][CH2:21]1, predict the reactants needed to synthesize it. The reactants are: Cl[C:2]1[N:7]=[CH:6][N:5]=[C:4]([NH:8][C:9]2[CH:10]=[C:11]([CH2:15][S:16]([NH2:19])(=[O:18])=[O:17])[CH:12]=[CH:13][CH:14]=2)[N:3]=1.[NH:20]1[C:28]2[C:23](=[CH:24][CH:25]=[CH:26][CH:27]=2)[CH2:22][CH2:21]1. (4) Given the product [CH:1]1([C:6]2[N:11]=[C:10]([CH2:12][N:13]3[C:21]4[CH:20]=[CH:19][CH:18]=[C:17]([NH2:22])[C:16]=4[C:15]([CH3:25])=[N:14]3)[CH:9]=[CH:8][CH:7]=2)[CH2:2][CH2:3][CH2:4][CH2:5]1, predict the reactants needed to synthesize it. The reactants are: [CH:1]1([C:6]2[N:11]=[C:10]([CH2:12][N:13]3[C:21]4[C:16](=[C:17]([N+:22]([O-])=O)[CH:18]=[CH:19][CH:20]=4)[C:15]([CH3:25])=[N:14]3)[CH:9]=[CH:8][CH:7]=2)[CH2:5][CH2:4][CH2:3][CH2:2]1. (5) Given the product [CH3:18][C:19]1[CH:27]=[CH:26][CH:25]=[CH:24][C:20]=1[C:21]([N:13]([C:10]1[CH:9]=[N:8][C:7]([O:6][C:5]2[CH:15]=[CH:16][C:2]([Cl:1])=[CH:3][C:4]=2[CH3:17])=[CH:12][CH:11]=1)[CH3:14])=[O:22], predict the reactants needed to synthesize it. The reactants are: [Cl:1][C:2]1[CH:16]=[CH:15][C:5]([O:6][C:7]2[CH:12]=[CH:11][C:10]([NH:13][CH3:14])=[CH:9][N:8]=2)=[C:4]([CH3:17])[CH:3]=1.[CH3:18][C:19]1[CH:27]=[CH:26][CH:25]=[CH:24][C:20]=1[C:21](Cl)=[O:22].ClC1C=CC=C(Cl)C=1C(N(C1C=NC(OC2C=CC(Cl)=CC=2C)=CC=1)C)=O. (6) Given the product [CH3:18][O:17][C:6]1[CH:7]=[C:8]([O:10][CH:11]2[CH2:16][CH2:15][CH2:14][CH2:13][O:12]2)[CH:9]=[C:2]([B:24]2[O:28][C:27]([CH3:30])([CH3:29])[C:26]([CH3:32])([CH3:31])[O:25]2)[C:3]=1[CH:4]=[O:5], predict the reactants needed to synthesize it. The reactants are: Br[C:2]1[CH:9]=[C:8]([O:10][CH:11]2[CH2:16][CH2:15][CH2:14][CH2:13][O:12]2)[CH:7]=[C:6]([O:17][CH3:18])[C:3]=1[CH:4]=[O:5].CC([O-])=O.[K+].[B:24]1([B:24]2[O:28][C:27]([CH3:30])([CH3:29])[C:26]([CH3:32])([CH3:31])[O:25]2)[O:28][C:27]([CH3:30])([CH3:29])[C:26]([CH3:32])([CH3:31])[O:25]1. (7) Given the product [CH2:1]([O:8][CH2:9][CH2:10][NH:11][C:19]1[CH:20]=[CH:21][CH:22]=[C:15]([N+:12]([O-:14])=[O:13])[C:16]=1[C:17]#[N:18])[C:2]1[CH:7]=[CH:6][CH:5]=[CH:4][CH:3]=1, predict the reactants needed to synthesize it. The reactants are: [CH2:1]([O:8][CH2:9][CH2:10][NH2:11])[C:2]1[CH:7]=[CH:6][CH:5]=[CH:4][CH:3]=1.[N+:12]([C:15]1[CH:22]=[CH:21][CH:20]=[C:19]([N+]([O-])=O)[C:16]=1[C:17]#[N:18])([O-:14])=[O:13].